From a dataset of Catalyst prediction with 721,799 reactions and 888 catalyst types from USPTO. Predict which catalyst facilitates the given reaction. Reactant: [CH3:1][N:2]([CH2:13][C:14]1[NH:18][C:17]2[CH:19]=[CH:20][CH:21]=[C:22]([C:23](O)=[O:24])[C:16]=2[N:15]=1)[CH:3]1[C:12]2[N:11]=[CH:10][CH:9]=[CH:8][C:7]=2[CH2:6][CH2:5][CH2:4]1.O=C1N(P(Cl)(N2CCOC2=O)=O)CCO1.[NH:41]1[CH2:45][CH2:44][CH:43]([NH:46]C(=O)OC(C)(C)C)[CH2:42]1.C(N(CC)C(C)C)(C)C. Product: [NH2:46][CH:43]1[CH2:44][CH2:45][N:41]([C:23]([C:22]2[C:16]3[N:15]=[C:14]([CH2:13][N:2]([CH3:1])[CH:3]4[C:12]5[N:11]=[CH:10][CH:9]=[CH:8][C:7]=5[CH2:6][CH2:5][CH2:4]4)[NH:18][C:17]=3[CH:19]=[CH:20][CH:21]=2)=[O:24])[CH2:42]1. The catalyst class is: 9.